This data is from Forward reaction prediction with 1.9M reactions from USPTO patents (1976-2016). The task is: Predict the product of the given reaction. Given the reactants Br[C:2]1[C:3]([O:9][CH3:10])=[N:4][CH:5]=[C:6]([F:8])[CH:7]=1.[CH2:11]([N:15]1[C:23](=[O:24])[C:22]2[C:17](=[CH:18][CH:19]=[CH:20][CH:21]=2)[C:16]1=[O:25])[CH2:12][C:13]#[CH:14].CO, predict the reaction product. The product is: [F:8][C:6]1[CH:7]=[C:2]([C:14]#[C:13][CH2:12][CH2:11][N:15]2[C:23](=[O:24])[C:22]3[C:17](=[CH:18][CH:19]=[CH:20][CH:21]=3)[C:16]2=[O:25])[C:3]([O:9][CH3:10])=[N:4][CH:5]=1.